This data is from Full USPTO retrosynthesis dataset with 1.9M reactions from patents (1976-2016). The task is: Predict the reactants needed to synthesize the given product. Given the product [NH2:1][CH2:4][CH2:5][C@H:6]([NH:15][C:16]([O:18][C:19]([CH3:22])([CH3:21])[CH3:20])=[O:17])[C:7]([O:9][CH:10]1[CH2:11][CH2:12][CH2:13][CH2:14]1)=[O:8], predict the reactants needed to synthesize it. The reactants are: [N:1]([CH2:4][CH2:5][C@H:6]([NH:15][C:16]([O:18][C:19]([CH3:22])([CH3:21])[CH3:20])=[O:17])[C:7]([O:9][CH:10]1[CH2:14][CH2:13][CH2:12][CH2:11]1)=[O:8])=[N+]=[N-].C(O)(=O)C.